This data is from Catalyst prediction with 721,799 reactions and 888 catalyst types from USPTO. The task is: Predict which catalyst facilitates the given reaction. (1) Reactant: C([O:3][C:4]([C@H:6]1[CH2:11][CH2:10][C@H:9]([NH:12][C:13]2[N:18]=[C:17]([N:19]3[C:27]4[C:22](=[CH:23][CH:24]=[CH:25][CH:26]=4)[CH:21]=[N:20]3)[CH:16]=[CH:15][N:14]=2)[CH2:8][CH2:7]1)=[O:5])C.[OH-].[Na+].C1COCC1.Cl. Product: [N:19]1([C:17]2[CH:16]=[CH:15][N:14]=[C:13]([NH:12][C@H:9]3[CH2:8][CH2:7][C@H:6]([C:4]([OH:5])=[O:3])[CH2:11][CH2:10]3)[N:18]=2)[C:27]2[C:22](=[CH:23][CH:24]=[CH:25][CH:26]=2)[CH:21]=[N:20]1. The catalyst class is: 5. (2) Reactant: [C:1]([O:5][C:6](=[O:17])[NH:7][CH2:8][CH2:9][C:10]1[CH:15]=[CH:14][C:13]([OH:16])=[CH:12][CH:11]=1)([CH3:4])([CH3:3])[CH3:2].Cl[C:19]1[CH:20]=[C:21]([CH:24]=[CH:25][N:26]=1)[C:22]#[N:23].C([O-])([O-])=O.[K+].[K+]. Product: [C:1]([O:5][C:6](=[O:17])[NH:7][CH2:8][CH2:9][C:10]1[CH:15]=[CH:14][C:13]([O:16][C:19]2[CH:20]=[C:21]([C:22]#[N:23])[CH:24]=[CH:25][N:26]=2)=[CH:12][CH:11]=1)([CH3:4])([CH3:2])[CH3:3]. The catalyst class is: 16. (3) Reactant: [CH3:1][O:2][C:3]1[CH:8]=[C:7]([O:9][CH3:10])[C:6]([N+:11]([O-])=O)=[CH:5][C:4]=1[C:14](=[O:16])[CH3:15]. Product: [NH2:11][C:6]1[C:7]([O:9][CH3:10])=[CH:8][C:3]([O:2][CH3:1])=[C:4]([C:14](=[O:16])[CH3:15])[CH:5]=1. The catalyst class is: 301. (4) The catalyst class is: 5. Reactant: [OH:1][NH2:2].C([O:5][C:6](=O)[CH2:7][CH2:8][CH2:9][CH2:10][CH2:11][CH:12]=[C:13]([C:20]1[CH:25]=[CH:24][CH:23]=[CH:22][N:21]=1)[C:14]1[CH:19]=[CH:18][CH:17]=[CH:16][N:15]=1)C. Product: [OH:1][NH:2][C:6](=[O:5])[CH2:7][CH2:8][CH2:9][CH2:10][CH2:11][CH:12]=[C:13]([C:20]1[CH:25]=[CH:24][CH:23]=[CH:22][N:21]=1)[C:14]1[CH:19]=[CH:18][CH:17]=[CH:16][N:15]=1. (5) Reactant: [CH2:1]([CH:3]1[C:12]2=[CH:13][N:14]=[CH:15][CH:16]=[C:11]2[C:10]2[CH:9]=[CH:8][C:7]([O:17][CH2:18][C@@H:19]([N:24]3C(=O)C4C(=CC=CC=4)C3=O)[CH2:20][CH:21]([CH3:23])[CH3:22])=[CH:6][C:5]=2[O:4]1)[CH3:2].NN. Product: [CH2:1]([CH:3]1[C:12]2=[CH:13][N:14]=[CH:15][CH:16]=[C:11]2[C:10]2[CH:9]=[CH:8][C:7]([O:17][CH2:18][C@@H:19]([NH2:24])[CH2:20][CH:21]([CH3:23])[CH3:22])=[CH:6][C:5]=2[O:4]1)[CH3:2]. The catalyst class is: 511. (6) The catalyst class is: 18. Product: [C:1]([O:5][C:6]([NH:8][CH2:9][C:10]([NH:52][C@H:53]([C:58]([O:60][CH2:61][CH2:62][O:63][C:64]1[CH:65]=[CH:66][C:67]([C:70]2[C:75]([C:76]#[N:77])=[C:74]([N:78]3[CH2:82][CH2:81][CH2:80][CH2:79]3)[N:73]=[C:72]([S:83][CH2:84][C:85]3[N:86]=[C:87]([C:90]4[CH:95]=[CH:94][C:93]([Cl:96])=[CH:92][CH:91]=4)[S:88][CH:89]=3)[C:71]=2[C:97]#[N:98])=[CH:68][CH:69]=1)=[O:59])[CH2:54][CH:55]([CH3:56])[CH3:57])=[O:12])=[O:7])([CH3:2])([CH3:3])[CH3:4]. Reactant: [C:1]([O:5][C:6]([NH:8][CH2:9][C:10]([OH:12])=O)=[O:7])([CH3:4])([CH3:3])[CH3:2].Cl.CN(C)CCCN=C=NCC.O.ON1C2C=CC=CC=2N=N1.C(N(CC)C(C)C)(C)C.FC(F)(F)C(O)=O.[NH2:52][C@H:53]([C:58]([O:60][CH2:61][CH2:62][O:63][C:64]1[CH:69]=[CH:68][C:67]([C:70]2[C:75]([C:76]#[N:77])=[C:74]([N:78]3[CH2:82][CH2:81][CH2:80][CH2:79]3)[N:73]=[C:72]([S:83][CH2:84][C:85]3[N:86]=[C:87]([C:90]4[CH:95]=[CH:94][C:93]([Cl:96])=[CH:92][CH:91]=4)[S:88][CH:89]=3)[C:71]=2[C:97]#[N:98])=[CH:66][CH:65]=1)=[O:59])[CH2:54][CH:55]([CH3:57])[CH3:56]. (7) Reactant: [OH:1][CH:2]1[CH2:7][CH2:6][CH:5]([NH:8][C:9](=[O:15])[O:10][C:11]([CH3:14])([CH3:13])[CH3:12])[CH2:4][CH2:3]1.C(N(CC)CC)C.[CH3:23][S:24](Cl)(=[O:26])=[O:25].O. Product: [CH3:23][S:24]([O:1][CH:2]1[CH2:7][CH2:6][CH:5]([NH:8][C:9](=[O:15])[O:10][C:11]([CH3:12])([CH3:14])[CH3:13])[CH2:4][CH2:3]1)(=[O:26])=[O:25]. The catalyst class is: 4.